This data is from Full USPTO retrosynthesis dataset with 1.9M reactions from patents (1976-2016). The task is: Predict the reactants needed to synthesize the given product. (1) The reactants are: [CH3:1][O:2][C:3]1[CH:4]=[C:5]([CH:8]=[CH:9][C:10]=1[O:11][CH3:12])[CH:6]=O.C(O)(=O)[CH2:14][C:15]([OH:17])=[O:16].N1CCCCC1.[OH-].[Na+]. Given the product [CH3:1][O:2][C:3]1[CH:4]=[C:5]([CH:6]=[CH:14][C:15]([OH:17])=[O:16])[CH:8]=[CH:9][C:10]=1[O:11][CH3:12], predict the reactants needed to synthesize it. (2) Given the product [F:7][C:8]([F:16])([F:15])[C:9]([CH3:14])([CH3:13])[C:10]([NH2:18])=[O:11], predict the reactants needed to synthesize it. The reactants are: C(Cl)(=O)C(Cl)=O.[F:7][C:8]([F:16])([F:15])[C:9]([CH3:14])([CH3:13])[C:10](O)=[O:11].C[N:18](C=O)C. (3) Given the product [C:1]([O:5][C:6]([N:8]1[CH2:11][CH:10]([NH:12][C:13]2[CH:14]=[C:15]3[C:24](=[CH:25][C:26]=2[NH:30][C:31]2[CH:36]=[CH:35][CH:34]=[CH:33][CH:32]=2)[O:23][CH2:22][C:21]2[N:16]3[CH:17]([CH3:29])[C:18](=[O:28])[NH:19][N:20]=2)[CH2:9]1)=[O:7])([CH3:4])([CH3:3])[CH3:2], predict the reactants needed to synthesize it. The reactants are: [C:1]([O:5][C:6]([N:8]1[CH2:11][CH:10]([NH:12][C:13]2[CH:14]=[C:15]3[C:24](=[CH:25][C:26]=2Br)[O:23][CH2:22][C:21]2[N:16]3[CH:17]([CH3:29])[C:18](=[O:28])[NH:19][N:20]=2)[CH2:9]1)=[O:7])([CH3:4])([CH3:3])[CH3:2].[NH2:30][C:31]1[CH:36]=[CH:35][CH:34]=[CH:33][CH:32]=1.CC1(C)C2C(=C(P(C3C=CC=CC=3)C3C=CC=CC=3)C=CC=2)OC2C(P(C3C=CC=CC=3)C3C=CC=CC=3)=CC=CC1=2.C([O-])([O-])=O.[Cs+].[Cs+].